From a dataset of Blood-brain barrier permeability classification from the B3DB database. Regression/Classification. Given a drug SMILES string, predict its absorption, distribution, metabolism, or excretion properties. Task type varies by dataset: regression for continuous measurements (e.g., permeability, clearance, half-life) or binary classification for categorical outcomes (e.g., BBB penetration, CYP inhibition). Dataset: b3db_classification. (1) The molecule is Cc1nc(N)nc(N)c1-c1ccc(Cl)c(Cl)c1. The result is 1 (penetrates BBB). (2) The drug is C=CC1=C(C(=O)O)N2C(=O)[C@H](NC(=O)C(=NOCC(=O)O)c3csc(N)n3)[C@@H]2SC1. The result is 0 (does not penetrate BBB).